From a dataset of Full USPTO retrosynthesis dataset with 1.9M reactions from patents (1976-2016). Predict the reactants needed to synthesize the given product. (1) Given the product [OH:23][C@H:10]1[CH2:9][C@@:8]2([CH3:24])[C@@H:7]([CH2:6][CH2:5][C@@H:4]2[C:2](=[O:3])[CH3:1])[C@H:12]2[C@H:11]1[C@:21]1([CH3:22])[C:15](=[CH:14][CH2:13]2)[CH:16]=[C:17]([O:18][CH2:25][CH3:26])[CH2:19][CH2:20]1, predict the reactants needed to synthesize it. The reactants are: [CH3:1][C:2]([C@@H:4]1[C@@:8]2([CH3:24])[CH2:9][C@H:10]([OH:23])[C@@H:11]3[C@:21]4([CH3:22])[C:15](=[CH:16][C:17]([CH2:19][CH2:20]4)=[O:18])[CH2:14][CH2:13][C@H:12]3[C@@H:7]2[CH2:6][CH2:5]1)=[O:3].[CH2:25](O)[CH3:26].C(OCC)(OCC)OCC.C1(C)C=CC(S(O)(=O)=O)=CC=1. (2) Given the product [CH2:22]([N:29]1[C:6]([C:13]([OH:15])=[O:14])=[C:5]([C:16]2[CH:21]=[CH:20][CH:19]=[CH:18][CH:17]=2)[C:4]2[C:10](=[CH:11][CH:12]=[C:2]([F:1])[CH:3]=2)[C:8]1=[O:9])[C:23]1[CH:28]=[CH:27][CH:26]=[CH:25][CH:24]=1, predict the reactants needed to synthesize it. The reactants are: [F:1][C:2]1[CH:3]=[C:4]2[C:10](=[CH:11][CH:12]=1)[C:8](=[O:9])O[C:6]([C:13]([OH:15])=[O:14])=[C:5]2[C:16]1[CH:21]=[CH:20][CH:19]=[CH:18][CH:17]=1.[CH2:22]([NH2:29])[C:23]1[CH:28]=[CH:27][CH:26]=[CH:25][CH:24]=1.C(N(CC)CC)C. (3) Given the product [CH3:21][C:6]1([CH3:22])[CH:5]2[C:3](=[O:2])[NH:20][CH2:19][CH:7]1[C:8]1[C:13]2=[CH:12][CH:11]=[CH:10][CH:9]=1, predict the reactants needed to synthesize it. The reactants are: C[O:2][C:3]([CH:5]1[C:13]2[C:8](=[CH:9][CH:10]=[CH:11][CH:12]=2)[C:7]([C:19]#[N:20])(O[Si](C)(C)C)[C:6]1([CH3:22])[CH3:21])=O.CC(C)([O-])C.[Na+].[NH4+].[Cl-]. (4) Given the product [Si:1]([O:8][C@@H:9]([CH3:23])[C@@H:10]([C:12]1[CH:17]=[CH:16][CH:15]=[C:14]([C:18]([F:19])([F:21])[F:20])[C:13]=1[F:22])[OH:11])([C:4]([CH3:7])([CH3:6])[CH3:5])([CH3:3])[CH3:2], predict the reactants needed to synthesize it. The reactants are: [Si:1]([O:8][C@@H:9]([CH3:23])[C:10]([C:12]1[CH:17]=[CH:16][CH:15]=[C:14]([C:18]([F:21])([F:20])[F:19])[C:13]=1[F:22])=[O:11])([C:4]([CH3:7])([CH3:6])[CH3:5])([CH3:3])[CH3:2].CCOCC. (5) Given the product [CH:11]([N:14]([CH2:15][C:16]([O:18][CH3:19])=[O:17])[S:7]([C:4]1[CH:5]=[CH:6][N:2]([CH3:1])[N:3]=1)(=[O:9])=[O:8])([CH3:13])[CH3:12], predict the reactants needed to synthesize it. The reactants are: [CH3:1][N:2]1[CH:6]=[CH:5][C:4]([S:7](Cl)(=[O:9])=[O:8])=[N:3]1.[CH:11]([NH:14][CH2:15][C:16]([O:18][CH3:19])=[O:17])([CH3:13])[CH3:12].CCN(C(C)C)C(C)C. (6) Given the product [C:53]1([C:40]([C:41]2[CH:42]=[CH:43][CH:44]=[CH:45][CH:46]=2)([C:47]2[CH:48]=[CH:49][CH:50]=[CH:51][CH:52]=2)[N:38]2[CH:39]=[C:35]([C:15]3[CH:16]=[CH:17][C:12]4[N:13]([CH:27]=[C:10]([C:8]([NH:7][C:1]5[CH:2]=[CH:3][CH:4]=[CH:5][CH:6]=5)=[O:9])[N:11]=4)[CH:14]=3)[N:36]=[CH:37]2)[CH:58]=[CH:57][CH:56]=[CH:55][CH:54]=1, predict the reactants needed to synthesize it. The reactants are: [C:1]1([NH:7][C:8]([C:10]2[N:11]=[C:12]3[CH:17]=[CH:16][C:15](B4OC(C)(C)C(C)(C)O4)=[CH:14][N:13]3[CH:27]=2)=[O:9])[CH:6]=[CH:5][CH:4]=[CH:3][CH:2]=1.C(=O)([O-])[O-].[Na+].[Na+].I[C:35]1[N:36]=[CH:37][N:38]([C:40]([C:53]2[CH:58]=[CH:57][CH:56]=[CH:55][CH:54]=2)([C:47]2[CH:52]=[CH:51][CH:50]=[CH:49][CH:48]=2)[C:41]2[CH:46]=[CH:45][CH:44]=[CH:43][CH:42]=2)[CH:39]=1. (7) Given the product [CH3:17][O:16][C:13]1[CH:14]=[CH:15][C:10]([CH2:9][N:8]([C:23]2[CH:24]=[CH:25][C:26]([C:27]([F:29])([F:30])[F:28])=[C:21]([Cl:20])[N:22]=2)[CH2:7][C:6]2[CH:5]=[CH:4][C:3]([O:2][CH3:1])=[CH:19][CH:18]=2)=[CH:11][CH:12]=1, predict the reactants needed to synthesize it. The reactants are: [CH3:1][O:2][C:3]1[CH:19]=[CH:18][C:6]([CH2:7][NH:8][CH2:9][C:10]2[CH:15]=[CH:14][C:13]([O:16][CH3:17])=[CH:12][CH:11]=2)=[CH:5][CH:4]=1.[Cl:20][C:21]1[C:26]([C:27]([F:30])([F:29])[F:28])=[CH:25][CH:24]=[C:23](Cl)[N:22]=1.C(N(CC)CC)C. (8) Given the product [NH2:9][C:1]1[C:2]2[C:3](=[CH:5][CH:6]=[CH:7][CH:8]=2)[NH:4][N:10]=1, predict the reactants needed to synthesize it. The reactants are: [C:1](#[N:9])[C:2]1[C:3](=[CH:5][CH:6]=[CH:7][CH:8]=1)[NH2:4].[NH2:10]O. (9) Given the product [OH:2][C:3]1[CH:4]=[CH:5][C:6]([CH2:9][CH:10]([CH:16]2[CH2:17][CH2:18]2)[CH2:11][C:12]([O:14][CH3:15])=[O:13])=[CH:7][CH:8]=1, predict the reactants needed to synthesize it. The reactants are: C[O:2][C:3]1[CH:8]=[CH:7][C:6]([CH2:9][CH:10]([CH:16]2[CH2:18][CH2:17]2)[CH2:11][C:12]([O:14][CH3:15])=[O:13])=[CH:5][CH:4]=1.COC1C=CC(CC(CCC2C=CC=CC=2)CC(OC)=O)=CC=1.